Dataset: Forward reaction prediction with 1.9M reactions from USPTO patents (1976-2016). Task: Predict the product of the given reaction. (1) Given the reactants C([Mg]Br)[C:2]1[CH:7]=[CH:6][C:5]([O:8][CH3:9])=[CH:4][CH:3]=1.[C:12](=[S:14])=[S:13].Br[CH:16]([C:19]1[CH:24]=[CH:23][CH:22]=[CH:21][CH:20]=1)[C:17]#[N:18], predict the reaction product. The product is: [CH3:9][O:8][C:5]1[CH:4]=[CH:3][C:2]([C:12]([S:14][CH:16]([C:17]#[N:18])[C:19]2[CH:24]=[CH:23][CH:22]=[CH:21][CH:20]=2)=[S:13])=[CH:7][CH:6]=1. (2) Given the reactants C1(S(CC2C(C(OCC)=O)=C(OC)C(CC)=CC=2)=[O:8])C=CC=CC=1.[C:25]([N:27]=[S:28]([CH2:35][C:36]1[C:41]([C:42]([O:44][CH2:45][C:46]2[CH:51]=[CH:50][CH:49]=[CH:48][CH:47]=2)=[O:43])=[C:40]([O:52][CH3:53])[C:39]([C:54]2[CH:58]=[CH:57][O:56][CH:55]=2)=[CH:38][CH:37]=1)[C:29]1[CH:34]=[CH:33][CH:32]=[CH:31][CH:30]=1)#[N:26], predict the reaction product. The product is: [C:25]([N:27]=[S:28]([CH2:35][C:36]1[C:41]([C:42]([O:44][CH2:45][C:46]2[CH:47]=[CH:48][CH:49]=[CH:50][CH:51]=2)=[O:43])=[C:40]([O:52][CH3:53])[C:39]([C:54]2[CH:58]=[CH:57][O:56][CH:55]=2)=[CH:38][CH:37]=1)([C:29]1[CH:30]=[CH:31][CH:32]=[CH:33][CH:34]=1)=[O:8])#[N:26]. (3) Given the reactants [CH2:1]([O:5][C:6]([C:8]1[N:9]=[CH:10][C:11]2[C:16]([C:17]=1[OH:18])=[CH:15][CH:14]=[C:13]([O:19][C:20]1[CH:25]=[CH:24][CH:23]=[CH:22][CH:21]=1)[CH:12]=2)=[O:7])[CH2:2][CH2:3][CH3:4].[N+:26]([O-])([OH:28])=[O:27], predict the reaction product. The product is: [CH2:1]([O:5][C:6]([C:8]1[N:9]=[CH:10][C:11]2[C:16]([C:17]=1[OH:18])=[CH:15][CH:14]=[C:13]([O:19][C:20]1[CH:25]=[CH:24][C:23]([N+:26]([O-:28])=[O:27])=[CH:22][CH:21]=1)[CH:12]=2)=[O:7])[CH2:2][CH2:3][CH3:4].